Dataset: Full USPTO retrosynthesis dataset with 1.9M reactions from patents (1976-2016). Task: Predict the reactants needed to synthesize the given product. Given the product [OH:27][C:24]1([C:22]([N:19]2[CH2:18][CH2:17][N:16]([C:14]([C:11]3[CH:10]=[CH:9][C:8]([C:4]4[CH:5]=[CH:6][CH:7]=[C:2]([NH:1][C:41]([CH:39]5[CH2:40][O:37][CH2:38]5)=[O:42])[CH:3]=4)=[CH:13][CH:12]=3)=[O:15])[CH2:21][CH2:20]2)=[O:23])[CH2:25][CH2:26]1, predict the reactants needed to synthesize it. The reactants are: [NH2:1][C:2]1[CH:3]=[C:4]([C:8]2[CH:13]=[CH:12][C:11]([C:14]([N:16]3[CH2:21][CH2:20][N:19]([C:22]([C:24]4([OH:27])[CH2:26][CH2:25]4)=[O:23])[CH2:18][CH2:17]3)=[O:15])=[CH:10][CH:9]=2)[CH:5]=[CH:6][CH:7]=1.C(N(CC)C(C)C)(C)C.[O:37]1[CH2:40][CH:39]([C:41](O)=[O:42])[CH2:38]1.CN(C(ON1N=NC2C1=CC=CC=2)=[N+](C)C)C.F[P-](F)(F)(F)(F)F.